From a dataset of Retrosynthesis with 50K atom-mapped reactions and 10 reaction types from USPTO. Predict the reactants needed to synthesize the given product. (1) Given the product COc1cc2c(cc1[N+](=O)[O-])CCN(CC(=O)N(C)C)CC2, predict the reactants needed to synthesize it. The reactants are: CN(C)C(=O)CCl.COc1cc2c(cc1[N+](=O)[O-])CCNCC2. (2) Given the product CCCCCNC(=O)c1ccc(N2CCC(N3C(=O)C(F)(F)c4ccccc43)CC2)nn1, predict the reactants needed to synthesize it. The reactants are: CCCCCNC(=O)c1ccc(Cl)nn1.O=C1N(C2CCNCC2)c2ccccc2C1(F)F. (3) Given the product CC(C)c1ccc(N(CCCCCCOC2CCCCO2)C(=O)C2CCCc3ccccc32)cc1, predict the reactants needed to synthesize it. The reactants are: CC(C)c1ccc(NCCCCCCOC2CCCCO2)cc1.O=C(O)C1CCCc2ccccc21. (4) Given the product Nc1ccc2[nH]c(Cl)nc2c1, predict the reactants needed to synthesize it. The reactants are: O=[N+]([O-])c1ccc2[nH]c(Cl)nc2c1. (5) Given the product O=C(Cn1c(=O)sc2ccc(Cl)cc21)Sc1ccccc1, predict the reactants needed to synthesize it. The reactants are: O=C(Cl)Cn1c(=O)sc2ccc(Cl)cc21.Sc1ccccc1. (6) Given the product COc1ccc(CNc2nc(Oc3ccccc3)ccc2[N+](=O)[O-])cc1, predict the reactants needed to synthesize it. The reactants are: COc1ccc(CNc2nc(Cl)ccc2[N+](=O)[O-])cc1.Oc1ccccc1. (7) The reactants are: N#Cc1ccc(CN2CCOCC2)cn1. Given the product NCc1ccc(CN2CCOCC2)cn1, predict the reactants needed to synthesize it. (8) Given the product CC(C)C[C@H](Nc1ccc(C(=O)NCCC(=O)O)cn1)c1ccc(-c2ccc(C(F)(F)F)cn2)cc1, predict the reactants needed to synthesize it. The reactants are: CCOC(=O)CCNC(=O)c1ccc(N[C@@H](CC(C)C)c2ccc(-c3ccc(C(F)(F)F)cn3)cc2)nc1.